From a dataset of CYP2C9 inhibition data for predicting drug metabolism from PubChem BioAssay. Regression/Classification. Given a drug SMILES string, predict its absorption, distribution, metabolism, or excretion properties. Task type varies by dataset: regression for continuous measurements (e.g., permeability, clearance, half-life) or binary classification for categorical outcomes (e.g., BBB penetration, CYP inhibition). Dataset: cyp2c9_veith. (1) The drug is N#CCCn1c(=O)c(-c2ccc(Cl)cc2)nc2cnc(Nc3ccccc3)nc21. The result is 0 (non-inhibitor). (2) The drug is CCc1ccc(N(C(=O)c2snc(C(N)=O)c2N)C(C(=O)NCCC(C)C)c2c[nH]c3ccccc23)cc1. The result is 1 (inhibitor). (3) The result is 1 (inhibitor). The drug is CCOC(=O)Cc1csc(NC(=O)c2c(-c3c(Cl)cccc3Cl)noc2C)n1. (4) The compound is N#CCSc1nc2scc(-c3cccs3)c2c(=O)n1CCc1ccccc1. The result is 1 (inhibitor). (5) The result is 0 (non-inhibitor). The drug is COc1cc(C)nc(-n2nc(C)cc2OC)n1. (6) The compound is COc1ccc(C(=O)N/N=C(\C)Cn2nc([N+](=O)[O-])cc2C)cc1. The result is 0 (non-inhibitor). (7) The compound is Cc1cc(OCc2nc(N)nc(N)c2-c2ccc(Cl)c(Cl)c2)ccc1[N+](=O)[O-]. The result is 1 (inhibitor). (8) The compound is CS[C@]12C(=O)C[C@]3(C)[C@@H](CC[C@@]3(O)C(=O)CO)[C@@H]1CCC1=CC(=O)CC[C@]12C. The result is 0 (non-inhibitor). (9) The molecule is COCCCN=CC1=C(O)CC(C)(C)CC1=O. The result is 0 (non-inhibitor). (10) The drug is COc1cccc(NC(=O)COC(=O)c2c3c(nc4ccccc24)CCC(C)C3)c1. The result is 1 (inhibitor).